From a dataset of Full USPTO retrosynthesis dataset with 1.9M reactions from patents (1976-2016). Predict the reactants needed to synthesize the given product. (1) The reactants are: [C:1]([O:4][C@H:5]1[C@H:10]([N:11]=[C:12]=[S:13])[C@@H:9]([O:14][C:15](=[O:17])[CH3:16])[C@H:8]([O:18][C:19](=[O:21])[CH3:20])[C@@H:7]([CH2:22][O:23][C:24](=[O:26])[CH3:25])[O:6]1)(=[O:3])[CH3:2].[F:27][C:28]([F:32])([F:31])[CH2:29][NH2:30]. Given the product [C:1]([O:4][C@H:5]1[C@H:10]([NH:11][C:12]([NH:30][CH2:29][C:28]([F:32])([F:31])[F:27])=[S:13])[C@@H:9]([O:14][C:15](=[O:17])[CH3:16])[C@H:8]([O:18][C:19](=[O:21])[CH3:20])[C@@H:7]([CH2:22][O:23][C:24](=[O:26])[CH3:25])[O:6]1)(=[O:3])[CH3:2], predict the reactants needed to synthesize it. (2) Given the product [C:19]([O:18][C:14](=[O:17])[CH:15]=[CH:16][C:2]1[CH:13]=[N:12][C:5]2[NH:6][C:7](=[O:11])[CH2:8][O:9][CH2:10][C:4]=2[CH:3]=1)([CH3:22])([CH3:21])[CH3:20], predict the reactants needed to synthesize it. The reactants are: Br[C:2]1[CH:13]=[N:12][C:5]2[NH:6][C:7](=[O:11])[CH2:8][O:9][CH2:10][C:4]=2[CH:3]=1.[C:14]([O:18][C:19]([CH3:22])([CH3:21])[CH3:20])(=[O:17])[CH:15]=[CH2:16].C(N(C(C)C)C(C)C)C.CC1C=CC=CC=1P(C1C=CC=CC=1C)C1C=CC=CC=1C. (3) Given the product [CH3:18][N:17]([CH3:21])[C:13](=[O:14])[CH:12]([C:9]1[CH:10]=[CH:11][C:6]([C:4]([CH:1]2[CH2:3][CH2:2]2)=[O:5])=[CH:7][CH:8]=1)[CH3:16], predict the reactants needed to synthesize it. The reactants are: [CH:1]1([C:4]([C:6]2[CH:11]=[CH:10][C:9]([CH:12]([CH3:16])[C:13](O)=[O:14])=[CH:8][CH:7]=2)=[O:5])[CH2:3][CH2:2]1.[N:17]1(C(N)=O)[CH2:21]CC[CH2:18]1. (4) Given the product [NH3:4].[NH2:47][CH2:22][CH2:21][N:5]1[C:6]([CH2:19][CH3:20])=[C:7]([O:8][C:9]2[CH:10]=[C:11]([CH:14]=[C:15]([O:17][CH3:18])[CH:16]=2)[C:12]#[N:13])[C:3]([CH2:1][CH3:2])=[N:4]1, predict the reactants needed to synthesize it. The reactants are: [CH2:1]([C:3]1[C:7]([O:8][C:9]2[CH:10]=[C:11]([CH:14]=[C:15]([O:17][CH3:18])[CH:16]=2)[C:12]#[N:13])=[C:6]([CH2:19][CH3:20])[N:5]([CH2:21][CH2:22]O)[N:4]=1)[CH3:2].C1(P(C2C=CC=CC=2)C2C=CC=CC=2)C=CC=CC=1.C1(=O)[NH:47]C(=O)C2=CC=CC=C12.CC(OC(/N=N/C(OC(C)C)=O)=O)C.O.NN. (5) Given the product [F:1][C:2]1[C:7]2[N:8]=[CH:9][S:10][C:6]=2[CH:5]=[C:4]([C:11]([NH:13][O:14][CH2:15][CH2:16][OH:17])=[O:12])[C:3]=1[NH:20][C:21]1[CH:26]=[CH:25][C:24]([I:27])=[CH:23][C:22]=1[F:28], predict the reactants needed to synthesize it. The reactants are: [F:1][C:2]1[C:7]2[N:8]=[CH:9][S:10][C:6]=2[CH:5]=[C:4]([C:11]([NH:13][O:14][CH2:15][CH2:16][O:17]C=C)=[O:12])[C:3]=1[NH:20][C:21]1[CH:26]=[CH:25][C:24]([I:27])=[CH:23][C:22]=1[F:28].Cl.C([O-])(O)=O.[Na+]. (6) Given the product [Cl:3][C:48]1[CH:52]=[CH:47][C:41]([C:37]2[C:32]([S:29]([CH:25]([N:26]=[CH2:27])[C:15]3[C:14]([CH3:39])=[CH:13][N:17]([C:18]4[CH:23]=[CH:22][CH:21]=[CH:20][C:19]=4[Cl:24])[N:16]=3)(=[O:31])=[O:30])=[CH:33][CH:34]=[C:35]([CH3:38])[CH:36]=2)=[CH:50][CH:49]=1, predict the reactants needed to synthesize it. The reactants are: P(Cl)(Cl)([Cl:3])=O.ClC1C=CC([C:13]2[N:17]([C:18]3[CH:23]=[CH:22][CH:21]=[CH:20][C:19]=3[Cl:24])[N:16]=[C:15]([CH:25]([S:29]([C:32]3[CH:37]=[CH:36][C:35]([CH3:38])=[CH:34][CH:33]=3)(=[O:31])=[O:30])[NH:26][CH:27]=O)[C:14]=2[CH3:39])=CC=1.N1C(C)=CC=C[C:41]=1[CH3:47].[CH2:48]1[CH2:52]O[CH2:50][CH2:49]1. (7) Given the product [CH2:14]([O:16][C:17](=[O:24])[CH2:18][C:19]1[N:11]=[C:9]([C:8]2[CH:7]=[CH:6][C:5]([C:1]([CH3:4])([CH3:2])[CH3:3])=[CH:13][CH:12]=2)[O:10][C:20]=1[CH3:21])[CH3:15], predict the reactants needed to synthesize it. The reactants are: [C:1]([C:5]1[CH:13]=[CH:12][C:8]([C:9]([NH2:11])=[O:10])=[CH:7][CH:6]=1)([CH3:4])([CH3:3])[CH3:2].[CH2:14]([O:16][C:17](=[O:24])[CH2:18][C:19](=O)[CH:20](Br)[CH3:21])[CH3:15].C1(C)C=CC(S(O)(=O)=O)=CC=1. (8) Given the product [CH3:6][N:7]1[C:13]2[CH:14]=[CH:15][CH:16]=[CH:17][C:12]=2[C:11]([C:18]2[CH:23]=[CH:22][CH:21]=[CH:20][CH:19]=2)=[N:10][C@H:9]([NH:24][C:25](=[O:47])[C@H:26]([CH2:43][CH:44]([CH3:45])[CH3:46])[C@H:27]([CH2:40][CH2:3][CH:2]=[CH2:1])[C:28]([NH2:30])=[O:29])[C:8]1=[O:48], predict the reactants needed to synthesize it. The reactants are: [CH2:1](Br)[CH2:2][CH:3]=C.[CH3:6][N:7]1[C:13]2[CH:14]=[CH:15][CH:16]=[CH:17][C:12]=2[C:11]([C:18]2[CH:23]=[CH:22][CH:21]=[CH:20][CH:19]=2)=[N:10][CH:9]([NH:24][C:25](=[O:47])[C@H:26]([CH2:43][CH:44]([CH3:46])[CH3:45])[C@H:27]([CH2:40]C=C)[C:28]([NH:30]CC2C=C(F)C=C(F)C=2)=[O:29])[C:8]1=[O:48].C([O-])(=O)CCC([O-])=O.CN1C2C=CC=CC=2C(C2C=CC=CC=2)=NC(N)C1=O.